The task is: Regression. Given a peptide amino acid sequence and an MHC pseudo amino acid sequence, predict their binding affinity value. This is MHC class II binding data.. This data is from Peptide-MHC class II binding affinity with 134,281 pairs from IEDB. (1) The peptide sequence is GSDPKKLVLDIKYTR. The MHC is DRB3_0101 with pseudo-sequence DRB3_0101. The binding affinity (normalized) is 0.298. (2) The peptide sequence is EEREVLMWKFDSALARKH. The MHC is HLA-DQA10501-DQB10301 with pseudo-sequence HLA-DQA10501-DQB10301. The binding affinity (normalized) is 0.546. (3) The peptide sequence is PGESRHTSDHMSIYK. The MHC is HLA-DQA10401-DQB10402 with pseudo-sequence HLA-DQA10401-DQB10402. The binding affinity (normalized) is 0.